From a dataset of Reaction yield outcomes from USPTO patents with 853,638 reactions. Predict the reaction yield, written as a fraction of the theoretical maximum amount of product (1.0 means a 100% yield; for example, 0.34 means a 34% yield). (1) The reactants are [OH:1][C@H:2]1[CH2:7][CH2:6][C@H:5]([N:8]2[C:13](=[O:14])[C:12]([CH2:15][C:16]3[CH:21]=[CH:20][C:19]([C:22]4[CH:27]=[CH:26][CH:25]=[CH:24][C:23]=4[C:28]4[NH:32][C:31](=[O:33])[O:30][N:29]=4)=[CH:18][CH:17]=3)=[C:11]([CH2:34][CH2:35][CH3:36])[N:10]3[N:37]=[CH:38][CH:39]=[C:9]23)[CH2:4][CH2:3]1.CC(OI1(OC(C)=O)(OC(C)=O)OC(=O)C2C1=CC=CC=2)=O.C(OCC)(=O)C.S([O-])([O-])(=O)=S.[Na+].[Na+]. The catalyst is C(Cl)Cl.O. The product is [O:1]=[C:2]1[CH2:7][CH2:6][CH:5]([N:8]2[C:13](=[O:14])[C:12]([CH2:15][C:16]3[CH:17]=[CH:18][C:19]([C:22]4[CH:27]=[CH:26][CH:25]=[CH:24][C:23]=4[C:28]4[NH:32][C:31](=[O:33])[O:30][N:29]=4)=[CH:20][CH:21]=3)=[C:11]([CH2:34][CH2:35][CH3:36])[N:10]3[N:37]=[CH:38][CH:39]=[C:9]23)[CH2:4][CH2:3]1. The yield is 0.450. (2) The reactants are [CH3:1][C:2]1[C:7]2[NH:8][C:9]3[C:14]([C:6]=2[CH:5]=[CH:4][N:3]=1)=[CH:13][CH:12]=[C:11]([OH:15])[CH:10]=3.N1C=CC=CC=1.[F:22][C:23]([F:36])([F:35])[S:24](O[S:24]([C:23]([F:36])([F:35])[F:22])(=[O:26])=[O:25])(=[O:26])=[O:25]. The catalyst is O. The product is [F:22][C:23]([F:36])([F:35])[S:24]([O:15][C:11]1[CH:10]=[C:9]2[C:14]([C:6]3[CH:5]=[CH:4][N:3]=[C:2]([CH3:1])[C:7]=3[NH:8]2)=[CH:13][CH:12]=1)(=[O:26])=[O:25]. The yield is 0.507. (3) No catalyst specified. The reactants are [F:1][C:2]([F:7])([F:6])[C:3]([OH:5])=[O:4].[F:8][C:9]([F:14])([F:13])[C:10]([OH:12])=[O:11].FC(F)(F)C(O)=O.[NH:22]1[CH2:25][CH:24]([CH2:26][C:27]([NH:29][C:30]2[CH:31]=[CH:32][C:33]3[NH:34][C:35]4[N:51]=[C:39]([NH:40][C:41]5[CH:42]=[N:43][CH:44]=[C:45]([CH:50]=5)[CH2:46][CH2:47][C:48]=2[CH:49]=3)[N:38]=[CH:37][C:36]=4[Cl:52])=[O:28])[CH2:23]1.[NH:53]1[CH:57]=[N:56][C:55]([C:58](O)=[O:59])=[N:54]1. The yield is 0.570. The product is [F:1][C:2]([F:7])([F:6])[C:3]([OH:5])=[O:4].[F:8][C:9]([F:14])([F:13])[C:10]([OH:12])=[O:11].[Cl:52][C:36]1[CH:37]=[N:38][C:39]2[NH:40][C:41]3[CH:42]=[N:43][CH:44]=[C:45]([CH:50]=3)[CH2:46][CH2:47][C:48]3[CH:49]=[C:33]([NH:34][C:35]=1[N:51]=2)[CH:32]=[CH:31][C:30]=3[NH:29][C:27](=[O:28])[CH2:26][CH:24]1[CH2:23][N:22]([C:58]([C:55]2[N:56]=[CH:57][NH:53][N:54]=2)=[O:59])[CH2:25]1. (4) The reactants are [CH3:1][O:2][C:3]1[N:13]=[CH:12][C:11]2[S:10][CH2:9][CH2:8][NH:7][CH2:6][C:5]=2[CH:4]=1.[CH3:14][O:15][C:16](=[O:25])[C:17]1[CH:22]=[CH:21][CH:20]=[C:19]([CH:23]=O)[CH:18]=1.C(O[BH-](OC(=O)C)OC(=O)C)(=O)C.[Na+]. The catalyst is ClCCCl. The product is [CH3:1][O:2][C:3]1[N:13]=[CH:12][C:11]2[S:10][CH2:9][CH2:8][N:7]([CH2:23][C:19]3[CH:18]=[C:17]([CH:22]=[CH:21][CH:20]=3)[C:16]([O:15][CH3:14])=[O:25])[CH2:6][C:5]=2[CH:4]=1. The yield is 0.650. (5) The reactants are [CH2:1]([C:3]1[CH:4]=[C:5]2[C:9](=[CH:10][CH:11]=1)[N:8](S(C1C=CC=CC=1)(=O)=O)[CH2:7][CH2:6]2)[CH3:2].[OH-].[Na+]. The catalyst is Br. The product is [CH2:1]([C:3]1[CH:4]=[C:5]2[C:9](=[CH:10][CH:11]=1)[NH:8][CH2:7][CH2:6]2)[CH3:2]. The yield is 0.320. (6) The reactants are C(OC([NH:8][C@H:9]([C:14]([NH:16][CH2:17][C:18]1[CH:23]=[CH:22][C:21]([C:24]#[N:25])=[CH:20][CH:19]=1)=[O:15])[CH2:10][CH:11]([CH3:13])[CH3:12])=O)(C)(C)C. The catalyst is Cl. The product is [C:24]([C:21]1[CH:20]=[CH:19][C:18]([CH2:17][NH:16][C:14](=[O:15])[C@H:9]([CH2:10][CH:11]([CH3:13])[CH3:12])[NH2:8])=[CH:23][CH:22]=1)#[N:25]. The yield is 0.940. (7) The reactants are [OH:1][CH:2]([C:6]1[CH:7]=[C:8]2[C:16](=[CH:17][CH:18]=1)[C:15]1[S:14][C:13]([C:19]3[O:23][N:22]=[C:21]([C:24]4[CH:29]=[CH:28][CH:27]=[CH:26][CH:25]=4)[C:20]=3[C:30]([F:33])([F:32])[F:31])=[N:12][C:11]=1[CH2:10][CH2:9]2)[C:3]([OH:5])=O.C[N:35]1CC[O:38][CH2:37][CH2:36]1.NCCO.CN(C(ON1N=NC2C=CC=NC1=2)=[N+](C)C)C.F[P-](F)(F)(F)(F)F.C(O)(C(F)(F)F)=O. The catalyst is CN(C=O)C.CO.O. The product is [OH:1][CH:2]([C:6]1[CH:7]=[C:8]2[C:16](=[CH:17][CH:18]=1)[C:15]1[S:14][C:13]([C:19]3[O:23][N:22]=[C:21]([C:24]4[CH:29]=[CH:28][CH:27]=[CH:26][CH:25]=4)[C:20]=3[C:30]([F:33])([F:31])[F:32])=[N:12][C:11]=1[CH2:10][CH2:9]2)[C:3]([NH:35][CH2:36][CH2:37][OH:38])=[O:5]. The yield is 0.343. (8) The reactants are [CH2:1]([N:3]([CH2:38][CH3:39])[CH2:4][CH2:5][CH2:6][NH:7][C:8]1[N:9]=[C:10]([C:27]2[CH:28]=[C:29]([CH:33]=[C:34]([F:37])[C:35]=2[CH3:36])[C:30]([OH:32])=O)[C:11]2[CH:17]=[CH:16][C:15](=[O:18])[N:14]([C:19]3[C:24]([F:25])=[CH:23][CH:22]=[CH:21][C:20]=3[F:26])[C:12]=2[N:13]=1)[CH3:2].CN(C(ON1N=NC2C=CC=CC1=2)=[N+](C)C)C.F[P-](F)(F)(F)(F)F.C(N(CC)CC)C.[F:71][C:72]1[CH:78]=[CH:77][C:75]([NH2:76])=[CH:74][CH:73]=1. The catalyst is CN(C=O)C. The product is [CH2:38]([N:3]([CH2:1][CH3:2])[CH2:4][CH2:5][CH2:6][NH:7][C:8]1[N:9]=[C:10]([C:27]2[CH:28]=[C:29]([CH:33]=[C:34]([F:37])[C:35]=2[CH3:36])[C:30]([NH:76][C:75]2[CH:77]=[CH:78][C:72]([F:71])=[CH:73][CH:74]=2)=[O:32])[C:11]2[CH:17]=[CH:16][C:15](=[O:18])[N:14]([C:19]3[C:24]([F:25])=[CH:23][CH:22]=[CH:21][C:20]=3[F:26])[C:12]=2[N:13]=1)[CH3:39]. The yield is 0.580. (9) The reactants are [CH2:1]([C@@H:3]1[CH2:24][O:23][C:6]2=[C:7]3[C:12](=[CH:13][CH:14]=[C:5]2[NH:4]1)[N:11]=[C:10]([O:15][CH:16]([CH3:18])[CH3:17])[CH:9]=[C:8]3[C:19]([F:22])([F:21])[F:20])[CH3:2].C=O.[BH3-][C:28]#N.[Na+]. The catalyst is C(O)(=O)C. The product is [CH2:1]([C@@H:3]1[CH2:24][O:23][C:6]2=[C:7]3[C:12](=[CH:13][CH:14]=[C:5]2[N:4]1[CH3:28])[N:11]=[C:10]([O:15][CH:16]([CH3:18])[CH3:17])[CH:9]=[C:8]3[C:19]([F:21])([F:22])[F:20])[CH3:2]. The yield is 0.930. (10) The reactants are C([O:3][C:4]([C:6]1[C:15](=[O:16])[C:14]2[C:9](=[CH:10][CH:11]=[C:12]([C:17](=[O:19])[CH3:18])[CH:13]=2)[N:8]([CH2:20][C:21]2[CH:26]=[CH:25][C:24]([F:27])=[CH:23][CH:22]=2)[CH:7]=1)=[O:5])C.[OH-].[Na+].O.Cl. The catalyst is C(O)C. The product is [F:27][C:24]1[CH:23]=[CH:22][C:21]([CH2:20][N:8]2[C:9]3[C:14](=[CH:13][C:12]([C:17](=[O:19])[CH3:18])=[CH:11][CH:10]=3)[C:15](=[O:16])[C:6]([C:4]([OH:5])=[O:3])=[CH:7]2)=[CH:26][CH:25]=1. The yield is 0.880.